From a dataset of Forward reaction prediction with 1.9M reactions from USPTO patents (1976-2016). Predict the product of the given reaction. (1) Given the reactants COC1C=C(OC)C=CC=1C[NH:6][C:7]1[C:8]2[CH:15]=[CH:14][N:13]([C@H:16]3[C@H:23]4[C@H:19]([O:20]C(C)(C)[O:22]4)[C@@H:18]([CH2:26][N:27]([CH3:48])[CH:28]4[CH2:31][CH:30]([CH2:32][CH2:33][C:34]5[NH:38][C:37]6[CH:39]=[CH:40][C:41]([C:43]7([CH3:47])[CH2:46][CH2:45][CH2:44]7)=[CH:42][C:36]=6[N:35]=5)[CH2:29]4)[CH2:17]3)[C:9]=2[N:10]=[CH:11][N:12]=1.FC(F)(F)C(O)=O.O.C([O-])([O-])=O.[K+].[K+], predict the reaction product. The product is: [NH2:6][C:7]1[C:8]2[CH:15]=[CH:14][N:13]([C@@H:16]3[CH2:17][C@H:18]([CH2:26][N:27]([CH3:48])[CH:28]4[CH2:29][CH:30]([CH2:32][CH2:33][C:34]5[NH:38][C:37]6[CH:39]=[CH:40][C:41]([C:43]7([CH3:47])[CH2:44][CH2:45][CH2:46]7)=[CH:42][C:36]=6[N:35]=5)[CH2:31]4)[C@@H:19]([OH:20])[C@H:23]3[OH:22])[C:9]=2[N:10]=[CH:11][N:12]=1. (2) Given the reactants Cl.[Cl:2][C:3]1[N:8]=[C:7]([N:9]2[CH2:14][CH2:13][CH:12]([NH:15]C(=O)OC(C)(C)C)[CH2:11][CH2:10]2)[CH:6]=[C:5]([CH:23]2[N:27]=[N:26][C:25](=[O:28])[O:24]2)[CH:4]=1, predict the reaction product. The product is: [ClH:2].[NH2:15][CH:12]1[CH2:13][CH2:14][N:9]([C:7]2[CH:6]=[C:5]([CH:23]3[O:24][C:25](=[O:28])[N:26]=[N:27]3)[CH:4]=[C:3]([Cl:2])[N:8]=2)[CH2:10][CH2:11]1. (3) Given the reactants [CH3:1][C:2]1[CH:6]=[C:5]([CH:7]=O)[S:4][N:3]=1.[CH2:9]([NH2:11])[CH3:10], predict the reaction product. The product is: [CH2:9]([NH:11][CH2:7][C:5]1[S:4][N:3]=[C:2]([CH3:1])[CH:6]=1)[CH3:10]. (4) The product is: [C:7]([N:9]=[S:10]([CH3:18])([C:11]1[CH:16]=[CH:15][C:14]([Br:17])=[CH:13][CH:12]=1)=[O:2])#[N:8]. Given the reactants C(=O)([O-])[O-:2].[K+].[K+].[C:7]([N:9]=[S:10]([CH3:18])[C:11]1[CH:16]=[CH:15][C:14]([Br:17])=[CH:13][CH:12]=1)#[N:8], predict the reaction product. (5) Given the reactants [Cl:1][C:2]1[N:7]=[C:6](Cl)[CH:5]=[C:4]([Cl:9])[N:3]=1.[CH3:10][N:11]1[CH:15]=[C:14](B2OC(C)(C)C(C)(C)O2)[CH:13]=[N:12]1.C(=O)([O-])[O-].[Na+].[Na+], predict the reaction product. The product is: [Cl:1][C:2]1[N:3]=[C:4]([Cl:9])[CH:5]=[C:6]([C:14]2[CH:13]=[N:12][N:11]([CH3:10])[CH:15]=2)[N:7]=1. (6) Given the reactants CO[CH:3]([C:6]1[CH:11]=[CH:10][CH:9]=[CH:8][CH:7]=1)[C:4]#[N:5].[H-].[Na+].[CH3:14]I.O.C1C[O:20][CH2:19]C1, predict the reaction product. The product is: [CH3:19][O:20][C:10]1[CH:11]=[C:6]([CH:3]([CH3:14])[C:4]#[N:5])[CH:7]=[CH:8][CH:9]=1.